This data is from Catalyst prediction with 721,799 reactions and 888 catalyst types from USPTO. The task is: Predict which catalyst facilitates the given reaction. (1) Reactant: C([O-])([O-])=O.[K+].[K+].[CH2:7](Br)[C:8]1[CH:13]=[CH:12][CH:11]=[CH:10][CH:9]=1.[F:15][C:16]1[CH:17]=[C:18]([OH:25])[CH:19]=[CH:20][C:21]=1[N+:22]([O-:24])=[O:23]. Product: [CH2:7]([O:25][C:18]1[CH:19]=[CH:20][C:21]([N+:22]([O-:24])=[O:23])=[C:16]([F:15])[CH:17]=1)[C:8]1[CH:13]=[CH:12][CH:11]=[CH:10][CH:9]=1. The catalyst class is: 31. (2) Product: [CH2:8]([S:7][CH2:6][CH:5]([CH2:15][S:16][CH2:17][C:18]1[CH:19]=[CH:20][CH:21]=[CH:22][CH:23]=1)[C:4]([OH:24])=[O:3])[C:9]1[CH:10]=[CH:11][CH:12]=[CH:13][CH:14]=1. The catalyst class is: 500. Reactant: C([O:3][C:4](=[O:24])[CH:5]([CH2:15][S:16][CH2:17][C:18]1[CH:23]=[CH:22][CH:21]=[CH:20][CH:19]=1)[CH2:6][S:7][CH2:8][C:9]1[CH:14]=[CH:13][CH:12]=[CH:11][CH:10]=1)C.O.O1CCOCC1.C(O)C. (3) Reactant: [CH:1]1([C:4]2[NH:9][C:8](=[O:10])[CH:7]=[C:6]([C:11]3[CH:16]=[CH:15][C:14]([C:17]([F:20])([F:19])[F:18])=[CH:13][CH:12]=3)[CH:5]=2)[CH2:3][CH2:2]1.[OH-].[Na+].[NH2:23]OS(O)(=O)=O. Product: [NH2:23][N:9]1[C:4]([CH:1]2[CH2:2][CH2:3]2)=[CH:5][C:6]([C:11]2[CH:12]=[CH:13][C:14]([C:17]([F:20])([F:18])[F:19])=[CH:15][CH:16]=2)=[CH:7][C:8]1=[O:10]. The catalyst class is: 20. (4) The catalyst class is: 13. Reactant: C(OC(=O)C)C.[ClH:7].C(O[C:13](=O)[N:14](C)[CH2:15][CH2:16][N:17]([CH2:25][CH2:26][CH2:27][O:28][C:29]1[CH:30]=[C:31]2[C:36](=[CH:37][CH:38]=1)[N:35]([CH3:39])[C:34](=[O:40])[CH:33]=[CH:32]2)[CH2:18][C:19]1[CH:24]=[CH:23][N:22]=[CH:21][CH:20]=1)(C)(C)C. Product: [ClH:7].[ClH:7].[ClH:7].[CH3:39][N:35]1[C:36]2[C:31](=[CH:30][C:29]([O:28][CH2:27][CH2:26][CH2:25][N:17]([CH2:16][CH2:15][NH:14][CH3:13])[CH2:18][C:19]3[CH:24]=[CH:23][N:22]=[CH:21][CH:20]=3)=[CH:38][CH:37]=2)[CH:32]=[CH:33][C:34]1=[O:40].